This data is from Forward reaction prediction with 1.9M reactions from USPTO patents (1976-2016). The task is: Predict the product of the given reaction. (1) The product is: [NH2:5][C:6]1[S:7][CH:8]=[C:9](/[C:11](=[N:66]/[OH:67])/[C:12]([NH:14][C@@H:15]2[C:64](=[O:65])[N:17]3[C:18]([C:48]([OH:50])=[O:49])=[C:19]([S:22][CH2:23][C:24]4[CH:25]=[N:26][NH:27][CH:28]=4)[CH2:20][S:21][C@H:16]23)=[O:13])[N:10]=1. Given the reactants [Cl-].[Al+3].[Cl-].[Cl-].[NH2:5][C:6]1[S:7][CH:8]=[C:9](/[C:11](=[N:66]/[O:67]C(C2C=CC=CC=2)(C2C=CC=CC=2)C2C=CC=CC=2)/[C:12]([NH:14][C@@H:15]2[C:64](=[O:65])[N:17]3[C:18]([C:48]([O:50]C(C4C=CC=CC=4)C4C=CC=CC=4)=[O:49])=[C:19]([S:22][CH2:23][C:24]4[CH:25]=[N:26][N:27](C(C5C=CC=CC=5)(C5C=CC=CC=5)C5C=CC=CC=5)[CH:28]=4)[CH2:20][S:21][C@H:16]23)=[O:13])[N:10]=1, predict the reaction product. (2) The product is: [CH2:2]([N:25]1[CH:6]=[C:5]([C:7]2[CH:8]=[C:9]([CH:22]=[CH:23][CH:24]=2)[CH2:10][CH2:11][O:12][CH2:13][CH2:14][C:15]([O:17][C:18]([CH3:20])([CH3:21])[CH3:19])=[O:16])[N:27]=[N:26]1)[CH:1]=[CH2:3]. Given the reactants [CH:1]1(Br)[CH2:3][CH2:2]1.[C:5]([C:7]1[CH:8]=[C:9]([CH:22]=[CH:23][CH:24]=1)[CH2:10][CH2:11][O:12][CH2:13][CH2:14][C:15]([O:17][C:18]([CH3:21])([CH3:20])[CH3:19])=[O:16])#[CH:6].[N-:25]=[N+:26]=[N-:27].[Na+].C(O)(C)(C)C, predict the reaction product. (3) Given the reactants Cl.[F:2][C:3]1([C:9]2[S:10][C:11]([CH2:14][O:15][C:16]3[CH:21]=[CH:20][C:19]([S:22]([CH3:25])(=[O:24])=[O:23])=[CH:18][CH:17]=3)=[CH:12][N:13]=2)[CH2:8][CH2:7][NH:6][CH2:5][CH2:4]1.Cl[C:27]1[N:32]=[CH:31][C:30]([CH2:33][CH3:34])=[CH:29][N:28]=1.CCN(C(C)C)C(C)C, predict the reaction product. The product is: [CH2:33]([C:30]1[CH:29]=[N:28][C:27]([N:6]2[CH2:5][CH2:4][C:3]([F:2])([C:9]3[S:10][C:11]([CH2:14][O:15][C:16]4[CH:21]=[CH:20][C:19]([S:22]([CH3:25])(=[O:24])=[O:23])=[CH:18][CH:17]=4)=[CH:12][N:13]=3)[CH2:8][CH2:7]2)=[N:32][CH:31]=1)[CH3:34]. (4) The product is: [ClH:34].[NH2:26][C:21]1[CH:20]=[CH:19][CH:18]=[C:17]2[C:22]=1[CH:23]=[CH:24][CH:25]=[C:16]2[S:13]([NH:12][CH2:11][C:1]1[C:10]2[C:5](=[CH:6][CH:7]=[CH:8][CH:9]=2)[CH:4]=[CH:3][CH:2]=1)(=[O:15])=[O:14]. Given the reactants [C:1]1([CH2:11][NH:12][S:13]([C:16]2[CH:25]=[CH:24][CH:23]=[C:22]3[C:17]=2[CH:18]=[CH:19][CH:20]=[C:21]3[NH:26]C(=O)C)(=[O:15])=[O:14])[C:10]2[C:5](=[CH:6][CH:7]=[CH:8][CH:9]=2)[CH:4]=[CH:3][CH:2]=1.C(O)CC.[ClH:34], predict the reaction product. (5) Given the reactants [CH3:1][O:2][CH2:3][C:4]([OH:6])=[O:5].C(Cl)(=O)C(Cl)=O.[CH3:13][O:14][C:15]([CH3:20])([CH3:19])[CH2:16][CH2:17]O.N1C=CC=CC=1.Cl, predict the reaction product. The product is: [CH3:1][O:2][CH2:3][C:4]([O:6][CH2:17][CH2:16][C:15]([O:14][CH3:13])([CH3:20])[CH3:19])=[O:5]. (6) Given the reactants [C:1]([O:5][C:6]([NH:8][CH2:9][CH:10]=[C:11]([F:17])[C:12](OCC)=[O:13])=[O:7])([CH3:4])([CH3:3])[CH3:2].[H-].C([Al+]CC(C)C)C(C)C, predict the reaction product. The product is: [C:1]([O:5][C:6](=[O:7])[NH:8][CH2:9][CH:10]=[C:11]([F:17])[CH2:12][OH:13])([CH3:4])([CH3:2])[CH3:3]. (7) Given the reactants CO[C:3](=[O:12])[C:4]([C:10]#[N:11])=[C:5]([S:8][CH3:9])SC.[C:13]([CH2:15][C:16]([NH2:18])=[S:17])#[N:14].C([O-])([O-])=O.[K+].[K+].Cl, predict the reaction product. The product is: [OH:12][C:3]1[NH:18][C:16](=[S:17])[C:15]([C:13]#[N:14])=[C:5]([S:8][CH3:9])[C:4]=1[C:10]#[N:11]. (8) Given the reactants [OH:1][CH:2]([CH2:17][C:18]1[CH:23]=[CH:22][CH:21]=[CH:20][CH:19]=1)/[CH:3]=[CH:4]/[C@@H:5]1[N:9]([CH2:10][CH2:11][CH2:12][CH2:13]SC)[C:8](=[O:16])[CH2:7][CH2:6]1.O[O:25][S:26]([O-:28])=O.[K+].OS([O-])=O.[Na+].[CH2:35](Cl)Cl.CO.O, predict the reaction product. The product is: [OH:1][CH:2]([CH2:17][C:18]1[CH:19]=[CH:20][CH:21]=[CH:22][CH:23]=1)/[CH:3]=[CH:4]/[C@@H:5]1[N:9]([CH2:10][CH2:11][CH2:12][CH2:13][S:26]([CH3:35])(=[O:28])=[O:25])[C:8](=[O:16])[CH2:7][CH2:6]1. (9) Given the reactants [NH2:1][C:2]1[CH:9]=[CH:8][C:5]([C:6]#[N:7])=[CH:4][C:3]=1[CH3:10].[H-].[Na+].[F:13][C:14]([F:44])([F:43])[C:15]1[CH:20]=[CH:19][C:18]([C@@H:21]2[C:30]3[C:25](=[CH:26][CH:27]=[CH:28][CH:29]=3)[CH2:24][CH2:23][N:22]2[C:31](OC2C=CC([N+]([O-])=O)=CC=2)=[O:32])=[CH:17][CH:16]=1.O, predict the reaction product. The product is: [C:6]([C:5]1[CH:8]=[CH:9][C:2]([NH:1][C:31]([N:22]2[CH2:23][CH2:24][C:25]3[C:30](=[CH:29][CH:28]=[CH:27][CH:26]=3)[C@H:21]2[C:18]2[CH:19]=[CH:20][C:15]([C:14]([F:43])([F:13])[F:44])=[CH:16][CH:17]=2)=[O:32])=[C:3]([CH3:10])[CH:4]=1)#[N:7]. (10) Given the reactants C([NH:4][C@:5]1([C:22](NC(C)(C)C)=[O:23])[C@@H:9]([CH2:10][CH2:11][CH2:12][B:13]2[O:17]C(C)(C)C(C)(C)[O:14]2)[CH2:8][NH:7][CH2:6]1)(=O)C.S([O-])([O-])(=O)=O.[Na+].[Na+].[N:36]1[CH:41]=[CH:40][CH:39]=[C:38]([CH:42]=O)[CH:37]=1.C(O[BH-](OC(=O)C)OC(=O)C)(=[O:46])C.[Na+].C(=O)([O-])[O-].[Na+].[Na+], predict the reaction product. The product is: [NH2:4][C@:5]1([C:22]([OH:23])=[O:46])[C@@H:9]([CH2:10][CH2:11][CH2:12][B:13]([OH:14])[OH:17])[CH2:8][N:7]([CH2:42][C:38]2[CH:37]=[N:36][CH:41]=[CH:40][CH:39]=2)[CH2:6]1.